This data is from Retrosynthesis with 50K atom-mapped reactions and 10 reaction types from USPTO. The task is: Predict the reactants needed to synthesize the given product. Given the product Clc1ncnc2c1c(I)cn2C1CCC2(CC1)OCCO2, predict the reactants needed to synthesize it. The reactants are: Clc1ncnc2[nH]cc(I)c12.OC1CCC2(CC1)OCCO2.